From a dataset of Full USPTO retrosynthesis dataset with 1.9M reactions from patents (1976-2016). Predict the reactants needed to synthesize the given product. The reactants are: [CH:1]1[C:10]2[C:5](=[CH:6][CH:7]=[CH:8][CH:9]=2)[CH:4]=[C:3]([C:11]([OH:13])=O)[N:2]=1.CN(C(ON1N=NC2C=CC=CC1=2)=[N+](C)C)C.F[P-](F)(F)(F)(F)F.CCN(C(C)C)C(C)C.[CH2:47]([O:49][C:50]([C:52]1[C:60]2[N:59]=[C:58]([NH2:61])[NH:57][C:56]=2[CH:55]=[C:54]([O:62][CH2:63][CH3:64])[CH:53]=1)=[O:51])[CH3:48]. Given the product [CH2:47]([O:49][C:50]([C:52]1[C:60]2[NH:59][C:58]([NH:61][C:11]([C:3]3[N:2]=[CH:1][C:10]4[C:5]([CH:4]=3)=[CH:6][CH:7]=[CH:8][CH:9]=4)=[O:13])=[N:57][C:56]=2[CH:55]=[C:54]([O:62][CH2:63][CH3:64])[CH:53]=1)=[O:51])[CH3:48], predict the reactants needed to synthesize it.